Task: Binary Classification. Given a miRNA mature sequence and a target amino acid sequence, predict their likelihood of interaction.. Dataset: Experimentally validated miRNA-target interactions with 360,000+ pairs, plus equal number of negative samples (1) The protein sequence of the target gene is MDLSVLPNNNHPDKFLQLDVKSLTRSSALLQASLVRFPGGNYPAAQHWQNLVYSQREKKNIAAQRIRGSSADSLVTADSPPPSMSSVMKNNPLYGDLSLEEAMEERKKNPSWTIEEYDKHSLHTNLSGHLKENPNDLRFWLGDMYTPGFDTLLKKEEKQEKHSKFCRMGLILLVVISILVTIVTIITFFT. The miRNA is ath-miR160c-5p with sequence UGCCUGGCUCCCUGUAUGCCA. Result: 0 (no interaction). (2) The miRNA is mmu-miR-3073a-5p with sequence GUGGUCACAGUUGGCGCCAGCC. The protein sequence of the target gene is MALSAETESHIYRALRTASGAAAHLVALGFTIFVAVLARPGSSLFSWHPVLMSLAFSFLMTEALLVFSPESSLLHSLSRKGRARCHWVLQLLALLCALLGLGLVILHKEQLGKAHLVTRHGQAGLLAVLWAGLQCSGGVGLLYPKLLPRWPLAKLKLYHATSGLVGYLLGSASLLLGMCSLWFTASVTGAAWYLAVLCPVLTSLVIMNQVSNAYLYRKRIQP. Result: 0 (no interaction). (3) The miRNA is hsa-miR-4722-3p with sequence ACCUGCCAGCACCUCCCUGCAG. The protein sequence of the target gene is MAERKPNGGSGGASTSSSGTNLLFSSSATEFSFNVPFIPVTQASASPASLLLPGEDSTDVGEEDSFLGQTSIHTSAPQTFSYFSQVSSSSDPFGNIGQSPLTTAATSVGQSGFPKPLTALPFTTGSQDVSNAFSPSISKAQPGAPPSSLMGINSYLPSQPSSLPPSYFGNQPQGIPQPGYNPYRHTPGSSRANPYIAPPQLQQCQTPGPPAHPPPSGPPVQMYQMPPGSLPPVPSSVQSPAQQQVPARPGAPSVQVPSPFLLQNQYEPVQPHWFYCKEVEYKQLWMPFSVFDSLNLEEIY.... Result: 1 (interaction). (4) The miRNA is mmu-miR-500-3p with sequence AAUGCACCUGGGCAAGGGUUCA. The protein sequence of the target gene is MTKTEKKSFHQSLAEWKLFIYNPSSGEFLGRTSKSWGLILLFYLVFYGFLAALFTFTMWAMLQTLNDEVPKYRDQIPSPGLMVFPKPQTALEYTFSMSEPQTYKKLVEDLESFLKPYSVEEQKNLTSCPDGAPFIQHGPDYRACQFPVSLLEECSGVTDANFGYSKGQPCILVKMNRIIDLIPDGYPQISCLPKEENATIATYPEFGVLDLKYFPYYGKKRHVGYRQPLVAVQVKFDSGLNKKEVTVECHIAGTRNLKNKNERDKFLGRVSFKVTARA. Result: 0 (no interaction). (5) The miRNA is hsa-miR-6716-5p with sequence UGGGAAUGGGGGUAAGGGCC. The protein sequence of the target gene is MGLLPKPGARQGSGTSSVPARRCSRSVFNNIKVFVLCHGLLQLCQLLYSAYFKSSLTTIEKRFGLSSSSSGLISSLNEISNAILIIFVSYFGSRVNRPRMIGIGGLLLAAGAFVLTLPHFLSEPYQYASTTAGNSSHFQTDLCQKHLPGLLPSKCHSTVPDTQKETSSMWSLMVVAQLLAGVGTVPIQPFGISYVDDFAEPTNSPLYISILFAIAVFGPAFGYLLGSVMLRIFVDYGRVDTATVNLSPGDPRWIGAWWLGLLISSGFLIVTSLPFFFFPRAMSRGAERSVIAEETMKMEE.... Result: 0 (no interaction). (6) The miRNA is hsa-miR-6823-5p with sequence UCAGGGUUGGUAGGGGUUGCU. The protein sequence of the target gene is MVKISFQPAVAGIKGDKADKASASAPAPASATEILLTPAREEQPPQHRSKRGGSVGGVCYLSMGMVVLLMGLVFASVYIYRYFFLAQLARDNFFRCGVLYEDSLSSQVRTQMELEEDVKIYLDENYERINVPVPQFGGGDPADIIHDFQRGLTAYHDISLDKCYVIELNTTIVLPPRNFWELLMNVKRGTYLPQTYIIQEEMVVTEHVSDKEALGSFIYHLCNGKDTYRLRRRATRRRINKRGAKNCNAIRHFENTFVVETLICGVV. Result: 1 (interaction).